Predict which catalyst facilitates the given reaction. From a dataset of Catalyst prediction with 721,799 reactions and 888 catalyst types from USPTO. (1) Reactant: CS(O)(=O)=O.[CH3:6][CH2:7][CH2:8][CH2:9][CH2:10][CH2:11][CH3:12].C(O[CH:17]([CH3:19])[CH3:18])(=O)C.[C:20]([OH:23])(=[O:22])C. Product: [CH2:8]([C@H:9]([CH2:10][CH2:11][CH2:12][CH2:18][CH2:17][CH3:19])[C:20]([OH:23])=[O:22])[CH2:7][CH3:6]. The catalyst class is: 6. (2) Reactant: [Br:1][C:2]1[C:10]2[C:5](=[N:6][C:7](S(C)(=O)=O)=[N:8][CH:9]=2)[NH:4][N:3]=1.[CH3:15][O-:16].[Na+]. Product: [Br:1][C:2]1[C:10]2[C:5](=[N:6][C:7]([O:16][CH3:15])=[N:8][CH:9]=2)[NH:4][N:3]=1. The catalyst class is: 5. (3) Reactant: [Li+].CC([N-]C(C)C)C.[CH:9]1([N:15]2[CH2:20][CH2:19][CH2:18][CH2:17][C:16]2=[O:21])[CH2:14][CH2:13][CH2:12][CH2:11][CH2:10]1.[Cl:22][C:23]1[CH:28]=[C:27]([Cl:29])[CH:26]=[CH:25][C:24]=1[CH2:30]Cl. Product: [Cl:22][C:23]1[CH:28]=[C:27]([Cl:29])[CH:26]=[CH:25][C:24]=1[CH2:30][CH:17]1[CH2:18][CH2:19][CH2:20][N:15]([CH:9]2[CH2:10][CH2:11][CH2:12][CH2:13][CH2:14]2)[C:16]1=[O:21]. The catalyst class is: 56. (4) Reactant: [NH2:1][C:2]1[CH:16]=[C:15]([C:17]2[N:21]=[C:20]([CH3:22])[O:19][N:18]=2)[CH:14]=[CH:13][C:3]=1[CH2:4]NC(=O)OC(C)(C)C.[C:23](=[O:26])([O-:25])[O-].[K+].[K+].[CH2:29]([O:36][C:37](=[O:40])[CH2:38]Br)[C:30]1[CH:35]=[CH:34][CH:33]=[CH:32][CH:31]=1.O. Product: [C:3]([O:25][C:23]([CH2:4][C:3]1[CH:13]=[CH:14][C:15]([C:17]2[N:21]=[C:20]([CH3:22])[O:19][N:18]=2)=[CH:16][C:2]=1[NH:1][CH2:38][C:37]([O:36][CH2:29][C:30]1[CH:35]=[CH:34][CH:33]=[CH:32][CH:31]=1)=[O:40])=[O:26])([CH3:13])([CH3:4])[CH3:2]. The catalyst class is: 3. (5) Reactant: [CH:1]1([C:10]([O:12]CC)=[O:11])[CH:3]2[CH2:4][CH:5]3[CH:9]([CH:2]12)[CH2:8][CH2:7][CH2:6]3.C[C@@]12[C@@H](C(OCC)=O)C1C[C@@H]1[C@@H](C1(C)C)C2. Product: [CH:1]1([C:10]([OH:12])=[O:11])[CH:3]2[CH2:4][CH:5]3[CH:9]([CH:2]12)[CH2:8][CH2:7][CH2:6]3. The catalyst class is: 513. (6) Reactant: [NH:1]([C:3]([NH:5][C:6]1[CH:7]=[C:8]([CH:12]=[CH:13][N:14]=1)C([O-])=O)=[O:4])[NH2:2].[CH:15]([O:20]C)([O:18][CH3:19])OC.O.[C:23]1(C)C=CC(S(O)(=O)=O)=CC=1. Product: [O:4]=[C:3]1[NH:1][N:2]=[CH:23][N:5]1[C:6]1[CH:7]=[C:8]([CH:12]=[CH:13][N:14]=1)[C:15]([O:18][CH3:19])=[O:20]. The catalyst class is: 8. (7) Reactant: [CH3:1][N:2]([CH2:4][C:5](Cl)=[O:6])[CH3:3].C(OC(=O)[NH:14][C:15]1[CH:20]=[CH:19][CH:18]=[C:17]([CH:21]2[CH2:26][CH2:25][NH:24][CH2:23][CH2:22]2)[CH:16]=1)(C)(C)C.C(N(CC)CC)C.C(O)(C(F)(F)F)=O. Product: [NH2:14][C:15]1[CH:16]=[C:17]([CH:21]2[CH2:26][CH2:25][N:24]([C:5](=[O:6])[CH2:4][N:2]([CH3:3])[CH3:1])[CH2:23][CH2:22]2)[CH:18]=[CH:19][CH:20]=1. The catalyst class is: 34. (8) Reactant: N(C(OC(C)C)=O)=NC(OC(C)C)=O.[Br:15][C:16]1[CH:21]=[CH:20][C:19]([OH:22])=[CH:18][C:17]=1[F:23].O[CH2:25][C@@H:26]([NH:28][C:29](=[O:35])[O:30][C:31]([CH3:34])([CH3:33])[CH3:32])[CH3:27].C1(P(C2C=CC=CC=2)C2C=CC=CC=2)C=CC=CC=1. Product: [Br:15][C:16]1[CH:21]=[CH:20][C:19]([O:22][CH2:27][C@@H:26]([NH:28][C:29](=[O:35])[O:30][C:31]([CH3:32])([CH3:34])[CH3:33])[CH3:25])=[CH:18][C:17]=1[F:23]. The catalyst class is: 1. (9) Reactant: [NH2:1][C:2]1[C:7]([CH2:8][OH:9])=[C:6]([NH:10][CH2:11][CH2:12][NH:13][C:14](=[O:20])[O:15][C:16]([CH3:19])([CH3:18])[CH3:17])[CH:5]=[C:4]([C:21]2[C:26]([O:27][CH2:28][C:29]3[CH:34]=[CH:33][C:32]([O:35][CH3:36])=[CH:31][CH:30]=3)=[CH:25][CH:24]=[CH:23][C:22]=2[O:37][CH2:38][CH:39]2[CH2:41][CH2:40]2)[N:3]=1.CCN(CC)CC.Cl[C:50](Cl)([O:52]C(=O)OC(Cl)(Cl)Cl)Cl. Product: [CH:39]1([CH2:38][O:37][C:22]2[CH:23]=[CH:24][CH:25]=[C:26]([O:27][CH2:28][C:29]3[CH:30]=[CH:31][C:32]([O:35][CH3:36])=[CH:33][CH:34]=3)[C:21]=2[C:4]2[CH:5]=[C:6]([NH:10][CH2:11][CH2:12][NH:13][C:14](=[O:20])[O:15][C:16]([CH3:18])([CH3:19])[CH3:17])[C:7]3[CH2:8][O:9][C:50](=[O:52])[NH:1][C:2]=3[N:3]=2)[CH2:40][CH2:41]1. The catalyst class is: 1.